Dataset: Peptide-MHC class II binding affinity with 134,281 pairs from IEDB. Task: Regression. Given a peptide amino acid sequence and an MHC pseudo amino acid sequence, predict their binding affinity value. This is MHC class II binding data. (1) The peptide sequence is VIPAGELQVIEKVDAAFKVA. The MHC is DRB1_0301 with pseudo-sequence DRB1_0301. The binding affinity (normalized) is 0.543. (2) The peptide sequence is DGQGKAVWGKNSCAK. The MHC is DRB3_0202 with pseudo-sequence DRB3_0202. The binding affinity (normalized) is 0.229. (3) The peptide sequence is FWAVRGGGGESFGIV. The MHC is HLA-DQA10101-DQB10501 with pseudo-sequence HLA-DQA10101-DQB10501. The binding affinity (normalized) is 0.0501. (4) The peptide sequence is ANCLRKNGKKVIQLS. The MHC is DRB1_0701 with pseudo-sequence DRB1_0701. The binding affinity (normalized) is 0.404. (5) The binding affinity (normalized) is 0.983. The MHC is DRB1_0101 with pseudo-sequence DRB1_0101. The peptide sequence is AFKIGLHTEFQTVSF.